Dataset: Full USPTO retrosynthesis dataset with 1.9M reactions from patents (1976-2016). Task: Predict the reactants needed to synthesize the given product. (1) The reactants are: [NH:1]([C:3](=[O:21])[CH2:4][C:5]1[S:6][C:7]2[CH:13]=[C:12]([C:14]([O:16][C:17]([CH3:20])([CH3:19])[CH3:18])=[O:15])[CH:11]=[CH:10][C:8]=2[N:9]=1)[NH2:2].C[C:23]1([CH2:30][C:31](O)=O)[S:27][C:26](=[O:28])[NH:25][C:24]1=[O:29]. Given the product [O:28]=[C:26]1[NH:25][C:24](=[O:29])[CH:23]([CH2:30][C:31]2[O:21][C:3]([CH2:4][C:5]3[S:6][C:7]4[CH:13]=[C:12]([C:14]([O:16][C:17]([CH3:18])([CH3:20])[CH3:19])=[O:15])[CH:11]=[CH:10][C:8]=4[N:9]=3)=[N:1][N:2]=2)[S:27]1, predict the reactants needed to synthesize it. (2) Given the product [F:7][C:8]1[CH:13]=[CH:12][C:11]([O:14][CH2:26][C@@H:27]([NH2:29])[CH3:28])=[C:10]([CH:15]([CH3:20])[C:16]([F:17])([F:18])[F:19])[CH:9]=1, predict the reactants needed to synthesize it. The reactants are: C(=O)([O-])[O-].[Cs+].[Cs+].[F:7][C:8]1[CH:13]=[CH:12][C:11]([OH:14])=[C:10]([CH:15]([CH3:20])[C:16]([F:19])([F:18])[F:17])[CH:9]=1.CS(O[CH2:26][C@@H:27]([NH:29]C(OC(C)(C)C)=O)[CH3:28])(=O)=O. (3) Given the product [Cl:1][C:2]1[CH:7]=[CH:6][CH:5]=[C:4]([F:8])[C:3]=1[NH:9][C:10]1[NH:11][C:12]2[C:18]3[CH2:19][C:20]([CH3:23])([CH3:22])[O:21][C:17]=3[C:16]([C:24]([NH:42][C:39]3([C:36]4[CH:37]=[CH:38][C:33]([C:32]([F:31])([F:43])[F:44])=[CH:34][CH:35]=4)[CH2:41][CH2:40]3)=[O:26])=[CH:15][C:13]=2[N:14]=1, predict the reactants needed to synthesize it. The reactants are: [Cl:1][C:2]1[CH:7]=[CH:6][CH:5]=[C:4]([F:8])[C:3]=1[NH:9][C:10]1[NH:11][C:12]2[C:18]3[CH2:19][C:20]([CH3:23])([CH3:22])[O:21][C:17]=3[C:16]([C:24]([OH:26])=O)=[CH:15][C:13]=2[N:14]=1.S(Cl)(Cl)=O.[F:31][C:32]([F:44])([F:43])[C:33]1[CH:38]=[CH:37][C:36]([C:39]2([NH2:42])[CH2:41][CH2:40]2)=[CH:35][CH:34]=1.CCN(C(C)C)C(C)C. (4) The reactants are: Cl[C:2]1[N:7]2[N:8]=[C:9]([NH2:11])[N:10]=[C:6]2[CH:5]=[N:4][CH:3]=1.[N:12]1[C:21]2[C:16](=[CH:17][CH:18]=[CH:19][CH:20]=2)[CH:15]=[C:14](B2OC(C)(C)C(C)(C)O2)[CH:13]=1.C(=O)([O-])[O-].[Na+].[Na+]. Given the product [N:12]1[C:21]2[C:16](=[CH:17][CH:18]=[CH:19][CH:20]=2)[CH:15]=[C:14]([C:2]2[N:7]3[N:8]=[C:9]([NH2:11])[N:10]=[C:6]3[CH:5]=[N:4][CH:3]=2)[CH:13]=1, predict the reactants needed to synthesize it. (5) Given the product [CH3:34][CH:33]([C:32]1[N:36]=[C:27]([CH:13]2[CH2:14][CH:15]([C:17]3[CH:18]=[CH:19][C:20]([C:23]([F:26])([F:25])[F:24])=[CH:21][CH:22]=3)[CH2:16][N:11]([C:9]([N:6]3[CH2:5][CH2:4][CH:3]([C:1]#[N:2])[CH2:8][CH2:7]3)=[O:10])[CH2:12]2)[O:28][N:31]=1)[CH3:35], predict the reactants needed to synthesize it. The reactants are: [C:1]([CH:3]1[CH2:8][CH2:7][N:6]([C:9]([N:11]2[CH2:16][CH:15]([C:17]3[CH:22]=[CH:21][C:20]([C:23]([F:26])([F:25])[F:24])=[CH:19][CH:18]=3)[CH2:14][CH:13]([C:27](O)=[O:28])[CH2:12]2)=[O:10])[CH2:5][CH2:4]1)#[N:2].O[N:31]=[C:32]([NH2:36])[CH:33]([CH3:35])[CH3:34].